This data is from Reaction yield outcomes from USPTO patents with 853,638 reactions. The task is: Predict the reaction yield, written as a fraction of the theoretical maximum amount of product (1.0 means a 100% yield; for example, 0.34 means a 34% yield). (1) The reactants are [CH3:1][C:2]1[C:3]([CH:13]=[O:14])=[CH:4][NH:5][C:6]=1[C:7]1[CH:12]=[CH:11][CH:10]=[CH:9][CH:8]=1.[H-].[Na+].C1OCCOCCOCCOCCOC1.Cl.[N:33]1[CH:38]=[CH:37][CH:36]=[C:35]([S:39](Cl)(=[O:41])=[O:40])[CH:34]=1. The catalyst is O1CCCC1.O. The product is [CH3:1][C:2]1[C:3]([CH:13]=[O:14])=[CH:4][N:5]([S:39]([C:35]2[CH:34]=[N:33][CH:38]=[CH:37][CH:36]=2)(=[O:41])=[O:40])[C:6]=1[C:7]1[CH:12]=[CH:11][CH:10]=[CH:9][CH:8]=1. The yield is 0.530. (2) The reactants are [NH2:1][C:2]1[CH:3]=[C:4]2[C:20](=[O:21])[NH:19][N:18]=[CH:17][C:6]3=[C:7]([C:11]4[CH:16]=[CH:15][CH:14]=[CH:13][CH:12]=4)[NH:8][C:9]([CH:10]=1)=[C:5]23.[C:22]([O:26][C:27]([N:29]1[CH2:34][CH2:33][N:32]([CH2:35][C:36](O)=[O:37])[CH2:31][CH2:30]1)=[O:28])([CH3:25])([CH3:24])[CH3:23].C(N(CC)CC)C.F[P-](F)(F)(F)(F)F.N1(OC(N(C)C)=[N+](C)C)C2N=CC=CC=2N=N1. The catalyst is C(Cl)Cl.CO.CN(C)C=O. The product is [C:22]([O:26][C:27]([N:29]1[CH2:30][CH2:31][N:32]([CH2:35][C:36](=[O:37])[NH:1][C:2]2[CH:3]=[C:4]3[C:20](=[O:21])[NH:19][N:18]=[CH:17][C:6]4=[C:7]([C:11]5[CH:12]=[CH:13][CH:14]=[CH:15][CH:16]=5)[NH:8][C:9]([CH:10]=2)=[C:5]34)[CH2:33][CH2:34]1)=[O:28])([CH3:25])([CH3:24])[CH3:23]. The yield is 0.330. (3) The reactants are FC(F)(F)C1C=C(NC(=O)NC2C=CC(C3SC(CCC(OC)=O)=NC=3)=CC=2)C=CC=1.[NH2:32][C:33]1[CH:38]=[CH:37][C:36]([C:39]2[S:43][C:42]([CH2:44][CH2:45][CH2:46][C:47]([O:49][CH3:50])=[O:48])=[N:41][N:40]=2)=[CH:35][CH:34]=1.[F:51][C:52]1[CH:57]=[C:56]([F:58])[CH:55]=[CH:54][C:53]=1[N:59]=[C:60]=[O:61]. No catalyst specified. The product is [F:51][C:52]1[CH:57]=[C:56]([F:58])[CH:55]=[CH:54][C:53]=1[NH:59][C:60](=[O:61])[NH:32][C:33]1[CH:34]=[CH:35][C:36]([C:39]2[S:43][C:42]([CH2:44][CH2:45][CH2:46][C:47]([O:49][CH3:50])=[O:48])=[N:41][N:40]=2)=[CH:37][CH:38]=1. The yield is 0.840. (4) The reactants are [NH2:1][C:2]1[C:11]2[C:6](=[CH:7][CH:8]=[CH:9][CH:10]=2)[CH:5]=[CH:4][C:3]=1[C:12]([OH:21])([C:17]([F:20])([F:19])[F:18])[C:13]([F:16])([F:15])[F:14].[CH:22]1([C:26](Cl)=[O:27])[CH2:25][CH2:24][CH2:23]1. No catalyst specified. The product is [F:20][C:17]([F:18])([F:19])[C:12]([C:3]1[CH:4]=[CH:5][C:6]2[C:11](=[CH:10][CH:9]=[CH:8][CH:7]=2)[C:2]=1[NH:1][C:26]([CH:22]1[CH2:25][CH2:24][CH2:23]1)=[O:27])([OH:21])[C:13]([F:14])([F:15])[F:16]. The yield is 0.130. (5) The reactants are C[O:2][C:3](=[O:27])[C:4]1[C:9]([O:10]C(=O)C)=[C:8]([O:14][CH2:15][C:16]2[CH:21]=[CH:20][CH:19]=[CH:18][CH:17]=2)[C:7]([CH2:22][O:23]C(=O)C)=[N:6][CH:5]=1.[OH-].[Na+].C(OCC)C.Cl. The catalyst is CO. The product is [CH2:15]([O:14][C:8]1[C:7]([CH2:22][OH:23])=[N:6][CH:5]=[C:4]([C:9]=1[OH:10])[C:3]([OH:27])=[O:2])[C:16]1[CH:17]=[CH:18][CH:19]=[CH:20][CH:21]=1. The yield is 0.680. (6) The reactants are C[O:2][C:3](=[O:31])[CH:4]([NH:21][C:22]1[CH:27]=[CH:26][C:25]([C:28](=[NH:30])[NH2:29])=[CH:24][CH:23]=1)[C:5]1[CH:10]=[CH:9][C:8]([O:11][CH2:12][C:13](=[O:17])[N:14]([CH3:16])[CH3:15])=[C:7]([O:18][CH2:19][CH3:20])[CH:6]=1.[OH-].[Na+].[ClH:34]. The catalyst is CO. The product is [ClH:34].[C:28]([C:25]1[CH:26]=[CH:27][C:22]([NH:21][CH:4]([C:5]2[CH:10]=[CH:9][C:8]([O:11][CH2:12][C:13](=[O:17])[N:14]([CH3:16])[CH3:15])=[C:7]([O:18][CH2:19][CH3:20])[CH:6]=2)[C:3]([OH:31])=[O:2])=[CH:23][CH:24]=1)(=[NH:29])[NH2:30]. The yield is 1.09. (7) The reactants are N[C:2]1[CH:3]=[C:4]([C:8]#[C:9][C:10]2[N:11]([CH2:23][CH3:24])[C:12]3[C:17]([C:18]=2[C:19]#[N:20])=[CH:16][CH:15]=[C:14]([O:21][CH3:22])[CH:13]=3)[CH:5]=[CH:6][CH:7]=1.[CH3:25][P:26](Cl)([CH3:28])=[O:27].[N:30]1C=CC=CC=1. The catalyst is C1COCC1.CCOC(C)=O. The product is [C:19]([C:18]1[C:17]2[C:12](=[CH:13][C:14]([O:21][CH3:22])=[CH:15][CH:16]=2)[N:11]([CH2:23][CH3:24])[C:10]=1[C:9]#[C:8][C:4]1[CH:5]=[CH:6][C:7]([NH:30][P:26]([CH3:28])([CH3:25])=[O:27])=[CH:2][CH:3]=1)#[N:20]. The yield is 0.520. (8) The reactants are C([O-])([O-])=O.[Na+].[Na+].[Br:7][C:8]1[N:9]=[C:10]([C:28]2([CH3:31])[CH2:30][CH2:29]2)[N:11]([CH2:20][O:21][CH2:22][CH2:23][Si:24]([CH3:27])([CH3:26])[CH3:25])[C:12]=1[C:13]1[CH:18]=[CH:17][N:16]=[C:15](Cl)[N:14]=1.CCN(C(C)C)C(C)C.[NH2:41][CH2:42][CH2:43][C:44]#[N:45]. The catalyst is CN1C(=O)CCC1.CCOC(C)=O. The product is [Br:7][C:8]1[N:9]=[C:10]([C:28]2([CH3:31])[CH2:30][CH2:29]2)[N:11]([CH2:20][O:21][CH2:22][CH2:23][Si:24]([CH3:27])([CH3:26])[CH3:25])[C:12]=1[C:13]1[CH:18]=[CH:17][N:16]=[C:15]([NH:45][CH2:44][CH2:43][C:42]#[N:41])[N:14]=1. The yield is 0.990. (9) The reactants are [CH3:1][C:2]1[CH:7]=[CH:6][N:5]=[CH:4][C:3]=1[N:8]1[CH2:12][CH2:11][NH:10][C:9]1=[O:13].Br[C:15]1[CH:24]=[CH:23][C:18]2[O:19][CH2:20][CH2:21][O:22][C:17]=2[CH:16]=1.N[C@@H]1CCCC[C@H]1N.C(=O)([O-])[O-].[K+].[K+]. The catalyst is [Cu](I)I.O1CCOCC1. The product is [O:19]1[C:18]2[CH:23]=[CH:24][C:15]([N:10]3[CH2:11][CH2:12][N:8]([C:3]4[CH:4]=[N:5][CH:6]=[CH:7][C:2]=4[CH3:1])[C:9]3=[O:13])=[CH:16][C:17]=2[O:22][CH2:21][CH2:20]1. The yield is 0.421.